This data is from Catalyst prediction with 721,799 reactions and 888 catalyst types from USPTO. The task is: Predict which catalyst facilitates the given reaction. (1) Reactant: [Cl:1][C:2]1[C:9]([CH3:10])=[C:8](F)[CH:7]=[CH:6][C:3]=1[C:4]#[N:5].[NH2:12][C@@H:13]([C:17]([OH:19])=[O:18])[C@@H:14]([CH3:16])[OH:15].C([O-])([O-])=O.[K+].[K+].C(O)(=O)CC(CC(O)=O)(C(O)=O)O. Product: [Cl:1][C:2]1[C:9]([CH3:10])=[C:8]([NH:12][C@H:13]([C@H:14]([OH:15])[CH3:16])[C:17]([OH:19])=[O:18])[CH:7]=[CH:6][C:3]=1[C:4]#[N:5]. The catalyst class is: 16. (2) Reactant: Br[C:2]1[CH:7]=[CH:6][C:5]([CH:8]([N:12]2[CH2:26][CH2:25][C:15]3([O:20][CH2:19][C:18](=[O:21])[N:17]([CH:22]4[CH2:24][CH2:23]4)[CH2:16]3)[CH2:14][CH2:13]2)[C:9]([NH2:11])=[O:10])=[C:4]([F:27])[CH:3]=1.CC1(C)C(C)(C)OB(B2OC(C)(C)C(C)(C)O2)O1.C([O-])(=O)C.[K+].Br[C:52]1[CH:61]=[C:60]2[C:55]([CH:56]=[C:57]([F:62])[CH:58]=[N:59]2)=[CH:54][CH:53]=1.C([O-])([O-])=O.[K+].[K+]. Product: [CH:22]1([N:17]2[CH2:16][C:15]3([CH2:25][CH2:26][N:12]([CH:8]([C:5]4[CH:6]=[CH:7][C:2]([C:52]5[CH:61]=[C:60]6[C:55]([CH:56]=[C:57]([F:62])[CH:58]=[N:59]6)=[CH:54][CH:53]=5)=[CH:3][C:4]=4[F:27])[C:9]([NH2:11])=[O:10])[CH2:13][CH2:14]3)[O:20][CH2:19][C:18]2=[O:21])[CH2:24][CH2:23]1. The catalyst class is: 368. (3) Reactant: Cl[SiH:2]1[N:6]([C:7]([CH3:10])([CH3:9])[CH3:8])[CH:5]=[CH:4][N:3]1[C:11]([CH3:14])([CH3:13])[CH3:12].[CH:15]1([NH2:21])[CH2:20][CH2:19][CH2:18][CH2:17][CH2:16]1. Product: [CH:15]1([NH:21][SiH:2]2[N:6]([C:7]([CH3:10])([CH3:9])[CH3:8])[CH:5]=[CH:4][N:3]2[C:11]([CH3:14])([CH3:13])[CH3:12])[CH2:20][CH2:19][CH2:18][CH2:17][CH2:16]1. The catalyst class is: 81. (4) Reactant: [CH2:1]([N:8]1[C:16]2[C:11](=[CH:12][C:13]([NH:17][C:18]3[C:23]([C:24]([O:26]C(C)(C)C)=[O:25])=[CH:22][C:21]([Cl:31])=[N:20][CH:19]=3)=[CH:14][CH:15]=2)[CH:10]=[CH:9]1)[C:2]1[CH:7]=[CH:6][CH:5]=[CH:4][CH:3]=1.[OH-].[Na+]. Product: [CH2:1]([N:8]1[C:16]2[C:11](=[CH:12][C:13]([NH:17][C:18]3[C:23]([C:24]([OH:26])=[O:25])=[CH:22][C:21]([Cl:31])=[N:20][CH:19]=3)=[CH:14][CH:15]=2)[CH:10]=[CH:9]1)[C:2]1[CH:3]=[CH:4][CH:5]=[CH:6][CH:7]=1. The catalyst class is: 111. (5) Reactant: Cl[CH2:2][C:3]1[CH:8]=[N:7][CH:6]=[CH:5][N:4]=1.[C:9]1(=[O:19])[NH:13][C:12](=[O:14])[C:11]2=[CH:15][CH:16]=[CH:17][CH:18]=[C:10]12.[K]. Product: [N:4]1[CH:5]=[CH:6][N:7]=[CH:8][C:3]=1[CH2:2][N:13]1[C:9](=[O:19])[C:10]2[C:11](=[CH:15][CH:16]=[CH:17][CH:18]=2)[C:12]1=[O:14]. The catalyst class is: 9. (6) Reactant: [O:1]1[CH2:6][CH2:5][CH2:4][CH2:3][CH:2]1[O:7][CH2:8][CH2:9][O:10][C:11]1[CH:16]=[CH:15][C:14]([N:17]2[C:21]3[CH:22]=[CH:23][C:24]([C:26]4[CH:36]=[CH:35][C:29]([C:30](OCC)=[O:31])=[CH:28][CH:27]=4)=[CH:25][C:20]=3[N:19]=[CH:18]2)=[CH:13][CH:12]=1.FC(F)(F)S(OC1C=CC2[N:47](C3C=CC(OCCOC4CCCCO4)=CC=3)C=NC=2C=1)(=O)=O.[Cl-].[NH4+].C[NH+](C)C.C1(C)C=CC=CC=1.O.O.O.O.O.O.O.O.O.O.S([O-])([O-])(=O)=O.[Na+].[Na+]. Product: [O:1]1[CH2:6][CH2:5][CH2:4][CH2:3][CH:2]1[O:7][CH2:8][CH2:9][O:10][C:11]1[CH:12]=[CH:13][C:14]([N:17]2[C:21]3[CH:22]=[CH:23][C:24]([C:26]4[CH:27]=[CH:28][C:29]([C:30]([NH2:47])=[O:31])=[CH:35][CH:36]=4)=[CH:25][C:20]=3[N:19]=[CH:18]2)=[CH:15][CH:16]=1. The catalyst class is: 11. (7) Reactant: [Br:1][C:2]1[CH:3]=[C:4]([C@@H:8]([N:10]2[CH2:15][CH2:14][C@@:13]([C:20]3[CH:25]=[CH:24][C:23]([F:26])=[CH:22][CH:21]=3)([CH2:16][C:17](=[O:19])[CH3:18])[O:12][C:11]2=[O:27])[CH3:9])[CH:5]=[CH:6][CH:7]=1.[CH3:28][Mg+].[Br-]. Product: [Br:1][C:2]1[CH:3]=[C:4]([C@@H:8]([N:10]2[CH2:15][CH2:14][C@@:13]([C:20]3[CH:21]=[CH:22][C:23]([F:26])=[CH:24][CH:25]=3)([CH2:16][C:17]([OH:19])([CH3:28])[CH3:18])[O:12][C:11]2=[O:27])[CH3:9])[CH:5]=[CH:6][CH:7]=1. The catalyst class is: 11. (8) Reactant: [CH3:1][C@@H:2]1[NH:8][CH2:7][C:6]2[CH:9]=[CH:10][C:11]([C:13]([O:15][CH3:16])=[O:14])=[CH:12][C:5]=2[O:4][CH2:3]1.C=O.[BH-](OC(C)=O)(OC(C)=O)O[C:21](C)=O.[Na+].CCOC(C)=O. Product: [CH3:1][C@@H:2]1[N:8]([CH3:21])[CH2:7][C:6]2[CH:9]=[CH:10][C:11]([C:13]([O:15][CH3:16])=[O:14])=[CH:12][C:5]=2[O:4][CH2:3]1. The catalyst class is: 15. (9) Reactant: C([O-])([O-])=O.[K+].[K+].[NH2:7][OH:8].Cl.[F:10][C:11]1[CH:12]=[C:13]([CH:26]=[CH:27][C:28]=1[S:29]([CH3:32])(=[O:31])=[O:30])[O:14][CH2:15][CH2:16][CH2:17][CH:18]1[CH2:23][CH2:22][N:21]([C:24]#[N:25])[CH2:20][CH2:19]1. Product: [F:10][C:11]1[CH:12]=[C:13]([CH:26]=[CH:27][C:28]=1[S:29]([CH3:32])(=[O:30])=[O:31])[O:14][CH2:15][CH2:16][CH2:17][CH:18]1[CH2:23][CH2:22][N:21]([C:24]([NH:7][OH:8])=[NH:25])[CH2:20][CH2:19]1. The catalyst class is: 315.